Dataset: Full USPTO retrosynthesis dataset with 1.9M reactions from patents (1976-2016). Task: Predict the reactants needed to synthesize the given product. Given the product [F:11][C:10]1[C:2]2[NH:1][C:13](=[O:14])[O:5][C:4](=[O:6])[C:3]=2[CH:7]=[C:8]([I:12])[CH:9]=1, predict the reactants needed to synthesize it. The reactants are: [NH2:1][C:2]1[C:10]([F:11])=[CH:9][C:8]([I:12])=[CH:7][C:3]=1[C:4]([OH:6])=[O:5].[C:13](Cl)(Cl)=[O:14].